Dataset: Forward reaction prediction with 1.9M reactions from USPTO patents (1976-2016). Task: Predict the product of the given reaction. (1) Given the reactants [N:1]1([C:7]2[CH:8]=[CH:9][C:10]3[N:11]([C:13]([C:16]([F:19])([F:18])[F:17])=[N:14][N:15]=3)[N:12]=2)[CH2:6][CH2:5][NH:4][CH2:3][CH2:2]1.[CH3:20][N:21]([CH3:30])[C:22]1[CH:29]=[CH:28][C:25]([CH:26]=O)=[CH:24][CH:23]=1, predict the reaction product. The product is: [CH3:20][N:21]([CH3:30])[C:22]1[CH:29]=[CH:28][C:25]([CH2:26][N:4]2[CH2:3][CH2:2][N:1]([C:7]3[CH:8]=[CH:9][C:10]4[N:11]([C:13]([C:16]([F:17])([F:18])[F:19])=[N:14][N:15]=4)[N:12]=3)[CH2:6][CH2:5]2)=[CH:24][CH:23]=1. (2) The product is: [F:19][C:13]([F:18])([C:14]([F:15])([F:16])[F:17])[CH2:12][CH2:11][CH2:10][S:8]([CH2:7][CH2:6][CH2:5][CH2:4][CH:3]=[O:2])=[O:9]. Given the reactants C[O:2][CH:3](OC)[CH2:4][CH2:5][CH2:6][CH2:7][S:8]([CH2:10][CH2:11][CH2:12][C:13]([F:19])([F:18])[C:14]([F:17])([F:16])[F:15])=[O:9].C(O)(C(F)(F)F)=O.O.CCCCCC, predict the reaction product. (3) Given the reactants [O-]P([O-])([O-])=O.[K+].[K+].[K+].C(C1C=C(NS(C)(=O)=O)C(OC)=C(NC([C:22]2[N:23](C)[C:24]3[C:29]([CH:30]=2)=[CH:28][CH:27]=[CH:26][C:25]=3[O:31][C:32]2C=CN=C(C(=O)NC)[CH:33]=2)=O)C=1)(C)(C)C, predict the reaction product. The product is: [NH:23]1[C:24]2[C:29](=[CH:28][CH:27]=[CH:26][CH:25]=2)[CH:30]=[CH:22]1.[CH3:24][CH2:25][O:31][CH2:32][CH3:33].